The task is: Predict the product of the given reaction.. This data is from Forward reaction prediction with 1.9M reactions from USPTO patents (1976-2016). Given the reactants [C:1]([O:5][C:6]([N:8]1[CH2:13][CH2:12][N:11]([C:14]2[CH:19]=[CH:18][C:17]([C:20]([OH:22])=O)=[CH:16][CH:15]=2)[CH2:10][CH2:9]1)=[O:7])([CH3:4])([CH3:3])[CH3:2].[NH2:23][C:24]1[CH:25]=[C:26]2[C:30](=[CH:31][CH:32]=1)[CH2:29][CH2:28][CH2:27]2.CCN=C=NCCCN(C)C, predict the reaction product. The product is: [C:1]([O:5][C:6]([N:8]1[CH2:9][CH2:10][N:11]([C:14]2[CH:15]=[CH:16][C:17]([C:20](=[O:22])[NH:23][C:24]3[CH:25]=[C:26]4[C:30](=[CH:31][CH:32]=3)[CH2:29][CH2:28][CH2:27]4)=[CH:18][CH:19]=2)[CH2:12][CH2:13]1)=[O:7])([CH3:4])([CH3:2])[CH3:3].